This data is from Forward reaction prediction with 1.9M reactions from USPTO patents (1976-2016). The task is: Predict the product of the given reaction. (1) Given the reactants [CH:1]([O:4][C:5]1[CH:13]=[CH:12][C:8]([C:9]([OH:11])=O)=[CH:7][C:6]=1[C:14]([F:17])([F:16])[F:15])([CH3:3])[CH3:2].C1C=CC2N(O)N=NC=2C=1.CCN=C=NCCCN(C)C.O[N:40]=[C:41]([C:43]1[C:44]2[CH2:45][CH2:46][CH:47]([OH:52])[C:48]=2[CH:49]=[CH:50][CH:51]=1)[NH2:42].[Na+].[Cl-], predict the reaction product. The product is: [CH:1]([O:4][C:5]1[CH:13]=[CH:12][C:8]([C:9]2[O:11][N:42]=[C:41]([C:43]3[CH:51]=[CH:50][CH:49]=[C:48]4[C:44]=3[CH2:45][CH2:46][CH:47]4[OH:52])[N:40]=2)=[CH:7][C:6]=1[C:14]([F:17])([F:16])[F:15])([CH3:2])[CH3:3]. (2) Given the reactants [F:1][C:2]([F:10])([F:9])[C:3]([CH2:5][C:6](=O)[CH3:7])=O.[NH2:11][NH2:12], predict the reaction product. The product is: [CH3:7][C:6]1[NH:12][N:11]=[C:3]([C:2]([F:10])([F:9])[F:1])[CH:5]=1. (3) Given the reactants [H-].[Na+].[CH3:3][C:4]1([CH2:8][OH:9])[CH2:7][O:6][CH2:5]1.Cl[C:11]1[N:16]=[C:15]([NH2:17])[CH:14]=[N:13][CH:12]=1, predict the reaction product. The product is: [CH3:3][C:4]1([CH2:8][O:9][C:11]2[N:16]=[C:15]([NH2:17])[CH:14]=[N:13][CH:12]=2)[CH2:7][O:6][CH2:5]1. (4) Given the reactants [CH3:1][O:2][C:3]([C:5]1[CH:14]=[CH:13][C:12]2[C:11](=[O:15])[CH2:10][CH2:9][CH2:8][C:7]=2[CH:6]=1)=[O:4].CO, predict the reaction product. The product is: [CH3:1][O:2][C:3]([C:5]1[CH:14]=[CH:13][C:12]2[C@@H:11]([OH:15])[CH2:10][CH2:9][CH2:8][C:7]=2[CH:6]=1)=[O:4]. (5) Given the reactants [CH:1]([NH:4][C:5]1[CH:13]=[CH:12][C:8]([C:9]([O-:11])=O)=[CH:7][N:6]=1)([CH3:3])[CH3:2].C([NH3+])(C)C.S(Cl)(Cl)=O.[NH2:22][C:23]1[CH:24]=[C:25]([CH:49]=[CH:50][C:51]=1[CH3:52])[C:26]([N:28]1[CH2:33][CH2:32][CH:31]([C:34]2[CH:48]=[CH:47][C:37]([C:38]([NH:40][C:41]3[N:46]=[CH:45][CH:44]=[CH:43][N:42]=3)=[O:39])=[CH:36][CH:35]=2)[CH2:30][CH2:29]1)=[O:27].N1C=CC=CC=1, predict the reaction product. The product is: [CH:1]([NH:4][C:5]1[CH:13]=[CH:12][C:8]([C:9]([NH:22][C:23]2[CH:24]=[C:25]([C:26]([N:28]3[CH2:33][CH2:32][CH:31]([C:34]4[CH:48]=[CH:47][C:37]([C:38](=[O:39])[NH:40][C:41]5[N:42]=[CH:43][CH:44]=[CH:45][N:46]=5)=[CH:36][CH:35]=4)[CH2:30][CH2:29]3)=[O:27])[CH:49]=[CH:50][C:51]=2[CH3:52])=[O:11])=[CH:7][N:6]=1)([CH3:2])[CH3:3]. (6) Given the reactants [CH3:1][O:2][C:3]1[CH:4]=[C:5]2[C:10](=[CH:11][CH:12]=1)[CH:9]=[C:8]([OH:13])[CH:7]=[CH:6]2.[Cl-].[CH3:15][O:16][C:17]1[CH:29]=[CH:28][CH:27]=[CH:26][C:18]=1[CH:19]=[N+:20]1[CH2:25][CH2:24][CH2:23][CH2:22][CH2:21]1, predict the reaction product. The product is: [CH3:1][O:2][C:3]1[CH:4]=[C:5]2[C:10](=[CH:11][CH:12]=1)[C:9]([CH:19]([C:18]1[CH:26]=[CH:27][CH:28]=[CH:29][C:17]=1[O:16][CH3:15])[N:20]1[CH2:25][CH2:24][CH2:23][CH2:22][CH2:21]1)=[C:8]([OH:13])[CH:7]=[CH:6]2.